Dataset: Full USPTO retrosynthesis dataset with 1.9M reactions from patents (1976-2016). Task: Predict the reactants needed to synthesize the given product. (1) Given the product [C:5]([C:18]1[CH:19]=[C:20]2[C:15](=[CH:16][CH:17]=1)[CH2:14][CH:13]([NH:21][C:22](=[O:30])[C:23]1[CH:24]=[CH:25][C:26]([F:29])=[CH:27][CH:28]=1)[CH2:12]2)(=[O:7])[CH3:6], predict the reactants needed to synthesize it. The reactants are: [Cl-].[Cl-].[Cl-].[Al+3].[C:5](OC(=O)C)(=[O:7])[CH3:6].[CH2:12]1[C:20]2[C:15](=[CH:16][CH:17]=[CH:18][CH:19]=2)[CH2:14][CH:13]1[NH:21][C:22](=[O:30])[C:23]1[CH:28]=[CH:27][C:26]([F:29])=[CH:25][CH:24]=1. (2) Given the product [Cl:26][C:9]1[CH:14]=[CH:13][N:12]2[C:17]([CH2:18][CH:19]3[CH2:21][CH2:20]3)=[N:16][N:15]=[C:11]2[C:10]=1[C:23]#[N:24], predict the reactants needed to synthesize it. The reactants are: C(O[C:9]1[CH:14]=[CH:13][N:12]=[C:11]([NH:15][NH:16][C:17](=O)[CH2:18][CH:19]2[CH2:21][CH2:20]2)[C:10]=1[C:23]#[N:24])C1C=CC=CC=1.O(Cl)[Cl:26].[P+5]. (3) Given the product [Cl:33][C:12]1[C:13]2[CH:19]([CH2:20][CH2:21][CH3:35])[O:18][C:17](=[C:22]3[C:30]4[C:25](=[CH:26][CH:27]=[C:28]([F:31])[CH:29]=4)[NH:24][C:23]3=[O:32])[C:14]=2[CH:15]=[N:16][C:11]=1[NH:9][CH2:8][CH2:7][N:1]1[CH2:6][CH2:5][O:4][CH2:3][CH2:2]1, predict the reactants needed to synthesize it. The reactants are: [N:1]1([CH2:7][CH2:8][NH2:9])[CH2:6][CH2:5][O:4][CH2:3][CH2:2]1.Cl[C:11]1[N:16]=[CH:15][C:14]2[C:17](=[C:22]3[C:30]4[C:25](=[CH:26][CH:27]=[C:28]([F:31])[CH:29]=4)[NH:24][C:23]3=[O:32])[O:18][CH:19]([CH2:20][CH3:21])[C:13]=2[C:12]=1[Cl:33].O1CCOC[CH2:35]1. (4) Given the product [CH3:31][N:32]([CH3:36])[C:33]([O:17][C:13]1([OH:26])[CH:14]=[CH:15][C:16]2[CH:7]([CH2:6][C:4]([O:3][CH2:1][CH3:2])=[O:5])[N:8]([C:18]([O:20][C:21]([CH3:23])([CH3:22])[CH3:24])=[O:19])[CH2:9][CH2:10][C:11]=2[CH2:12]1)=[O:34], predict the reactants needed to synthesize it. The reactants are: [CH2:1]([O:3][C:4]([CH2:6][CH:7]1[C:16]2[C:11](=[CH:12][C:13]([OH:17])=[CH:14][CH:15]=2)[CH2:10][CH2:9][N:8]1[C:18]([O:20][C:21]([CH3:24])([CH3:23])[CH3:22])=[O:19])=[O:5])[CH3:2].C(=O)([O-])[O-:26].[K+].[K+].[CH3:31][N:32]([CH3:36])[C:33](Cl)=[O:34].O.